Dataset: Reaction yield outcomes from USPTO patents with 853,638 reactions. Task: Predict the reaction yield, written as a fraction of the theoretical maximum amount of product (1.0 means a 100% yield; for example, 0.34 means a 34% yield). (1) The product is [CH:1]1([NH:6][C:7]2[N:12]3[N:13]=[C:14]([C:19]4[CH:20]=[CH:21][C:22]([F:25])=[CH:23][CH:24]=4)[C:15]([C:16](=[O:18])/[CH:17]=[CH:35]/[N:36]([CH3:38])[CH3:37])=[C:11]3[CH:10]=[CH:9][CH:8]=2)[CH2:2][CH2:3][CH2:4][CH2:5]1. The reactants are [CH:1]1([NH:6][C:7]2[N:12]3[N:13]=[C:14]([C:19]4[CH:24]=[CH:23][C:22]([F:25])=[CH:21][CH:20]=4)[C:15]([C:16](=[O:18])[CH3:17])=[C:11]3[CH:10]=[CH:9][CH:8]=2)[CH2:5][CH2:4][CH2:3][CH2:2]1.C(OCC)(=O)C.O.CO[CH:35](OC)[N:36]([CH3:38])[CH3:37]. No catalyst specified. The yield is 0.990. (2) The reactants are [N+:1]([C:4]1[CH:5]=[C:6]([NH2:10])[CH:7]=[CH:8][CH:9]=1)([O-:3])=[O:2].[N:11]([O-])=O.[Na+].[Cl:15][Sn]Cl.O. The catalyst is O.Cl. The product is [ClH:15].[N+:1]([C:4]1[CH:5]=[C:6]([NH:10][NH2:11])[CH:7]=[CH:8][CH:9]=1)([O-:3])=[O:2]. The yield is 0.730. (3) The reactants are [CH:1]([NH:4][C:5]([C@@H:7]1[CH2:12][CH2:11][C@H:10]([N:13]2[C:21]3[CH:20]=[C:19]([O:22][CH2:23][CH2:24][N:25]4[CH2:30][CH2:29][CH2:28][CH2:27][CH2:26]4)[N:18]=[CH:17][C:16]=3[NH:15]/[C:14]/2=[N:31]\C(C2C=CC3C=CSC=3C=2)=O)[CH2:9][CH2:8]1)=[O:6])([CH3:3])[CH3:2].[F:43][C:44]1[CH:52]=[CH:51][C:47]([C:48]([OH:50])=O)=[CH:46][C:45]=1[O:53][CH3:54]. No catalyst specified. The product is [F:43][C:44]1[CH:52]=[CH:51][C:47]([C:48](/[N:31]=[C:14]2/[N:13]([C@H:10]3[CH2:9][CH2:8][C@@H:7]([C:5](=[O:6])[NH:4][CH:1]([CH3:2])[CH3:3])[CH2:12][CH2:11]3)[C:21]3[CH:20]=[C:19]([O:22][CH2:23][CH2:24][N:25]4[CH2:30][CH2:29][CH2:28][CH2:27][CH2:26]4)[N:18]=[CH:17][C:16]=3[NH:15]/2)=[O:50])=[CH:46][C:45]=1[O:53][CH3:54]. The yield is 0.431.